Task: Predict which catalyst facilitates the given reaction.. Dataset: Catalyst prediction with 721,799 reactions and 888 catalyst types from USPTO (1) Reactant: [Cl:1][C:2]1[CH:3]=[C:4]([C:12]2[O:16][N:15]=[C:14]([C:17]3[CH:18]=[CH:19][CH:20]=[C:21]4[C:25]=3[N:24]([CH3:26])[CH:23]=[C:22]4[CH2:27][CH:28]=O)[N:13]=2)[CH:5]=[CH:6][C:7]=1[O:8][CH:9]([CH3:11])[CH3:10].[NH:30]1[CH2:35][CH2:34][CH:33]([C:36]([O:38][CH2:39][CH3:40])=[O:37])[CH2:32][CH2:31]1.C(O)(=O)C.C(O[BH-](OC(=O)C)OC(=O)C)(=O)C.[Na+]. Product: [Cl:1][C:2]1[CH:3]=[C:4]([C:12]2[O:16][N:15]=[C:14]([C:17]3[CH:18]=[CH:19][CH:20]=[C:21]4[C:25]=3[N:24]([CH3:26])[CH:23]=[C:22]4[CH2:27][CH2:28][N:30]3[CH2:35][CH2:34][CH:33]([C:36]([O:38][CH2:39][CH3:40])=[O:37])[CH2:32][CH2:31]3)[N:13]=2)[CH:5]=[CH:6][C:7]=1[O:8][CH:9]([CH3:10])[CH3:11]. The catalyst class is: 2. (2) Reactant: O.[OH-].[Li+].[CH2:4]([S:8]([O:11][C:12]1[CH:17]=[CH:16][C:15]([CH2:18][CH2:19][CH2:20][C:21]2[CH:26]=[CH:25][C:24]([CH2:27][CH2:28][C:29]([O:31]C)=[O:30])=[CH:23][C:22]=2[O:33][CH2:34][CH:35]2[CH2:37][CH2:36]2)=[CH:14][C:13]=1[O:38][CH3:39])(=[O:10])=[O:9])[CH2:5][CH2:6][CH3:7].O.C(O)(=O)C. Product: [CH2:4]([S:8]([O:11][C:12]1[CH:17]=[CH:16][C:15]([CH2:18][CH2:19][CH2:20][C:21]2[CH:26]=[CH:25][C:24]([CH2:27][CH2:28][C:29]([OH:31])=[O:30])=[CH:23][C:22]=2[O:33][CH2:34][CH:35]2[CH2:37][CH2:36]2)=[CH:14][C:13]=1[O:38][CH3:39])(=[O:9])=[O:10])[CH2:5][CH2:6][CH3:7]. The catalyst class is: 193. (3) Reactant: Br[C:2]1[CH:3]=[C:4]2[C:9]([NH:10][C@@H:11]3[CH2:22][C@@H:14]4[CH2:15][N:16]([S:18]([CH3:21])(=[O:20])=[O:19])[CH2:17][C@@H:13]4[C@H:12]3[CH3:23])=[C:8]([C:24]([NH2:26])=[O:25])[CH:7]=[N:6][N:5]2[CH:27]=1.[Cu][C:29]#[N:30]. Product: [C:29]([C:2]1[CH:3]=[C:4]2[C:9]([NH:10][C@@H:11]3[CH2:22][C@@H:14]4[CH2:15][N:16]([S:18]([CH3:21])(=[O:20])=[O:19])[CH2:17][C@@H:13]4[C@H:12]3[CH3:23])=[C:8]([C:24]([NH2:26])=[O:25])[CH:7]=[N:6][N:5]2[CH:27]=1)#[N:30]. The catalyst class is: 435. (4) Reactant: I[CH2:2][O:3][C:4]([N:6]1[C:14]2[C:9](=[CH:10][CH:11]=[C:12]([C:15]([F:18])([F:17])[F:16])[CH:13]=2)[C:8]([C:20]2[CH:25]=[C:24]([Cl:26])[CH:23]=[CH:22][C:21]=2[O:27][CH3:28])([F:19])[C:7]1=[O:29])=[O:5].[C:30]([O:34][P:35]([O-:42])([O:37][C:38]([CH3:41])([CH3:40])[CH3:39])=[O:36])([CH3:33])([CH3:32])[CH3:31].C([N+](CCCC)(CCCC)CCCC)CCC. Product: [C:30]([O:34][P:35]([O:37][C:38]([CH3:41])([CH3:40])[CH3:39])([O:42][CH2:2][O:3][C:4]([N:6]1[C:14]2[C:9](=[CH:10][CH:11]=[C:12]([C:15]([F:18])([F:17])[F:16])[CH:13]=2)[C@@:8]([C:20]2[CH:25]=[C:24]([Cl:26])[CH:23]=[CH:22][C:21]=2[O:27][CH3:28])([F:19])[C:7]1=[O:29])=[O:5])=[O:36])([CH3:33])([CH3:32])[CH3:31]. The catalyst class is: 7. (5) Reactant: [NH2:1][CH2:2][C:3]1[C:12](=[O:13])[C:11]2[C:6](=[CH:7][C:8]([O:14][CH3:15])=[CH:9][CH:10]=2)[N:5]([C:16]2[CH:21]=[CH:20][CH:19]=[CH:18][CH:17]=2)[C:4]=1[C:22]([O:24][CH3:25])=[O:23].[Cl:26][C:27]1[CH:28]=[C:29]([CH:33]=[CH:34][CH:35]=1)[C:30](Cl)=[O:31].C(N(CC)CC)C. Product: [CH3:25][O:24][C:22]([C:4]1[N:5]([C:16]2[CH:17]=[CH:18][CH:19]=[CH:20][CH:21]=2)[C:6]2[C:11]([C:12](=[O:13])[C:3]=1[CH2:2][NH:1][C:30](=[O:31])[C:29]1[CH:33]=[CH:34][CH:35]=[C:27]([Cl:26])[CH:28]=1)=[CH:10][CH:9]=[C:8]([O:14][CH3:15])[CH:7]=2)=[O:23]. The catalyst class is: 2. (6) Reactant: [C:1]([O:5][C:6]([NH:8][C@@H:9]([C:16]([OH:18])=O)[CH2:10][C:11]1[N:15]=[CH:14][NH:13][CH:12]=1)=[O:7])([CH3:4])([CH3:3])[CH3:2].CN(C(ON1N=NC2C=CC=CC1=2)=[N+](C)C)C.[B-](F)(F)(F)F.C1C=CC2N(O)N=NC=2C=1.CN1CCOCC1.Cl.[CH3:59][O:60][C:61]1[CH:62]=[C:63]([C:69]2[C@@H:78]3[C@@H:73]([CH2:74][CH2:75][CH2:76][CH2:77]3)[C:72](=[O:79])[N:71]([CH:80]3[CH2:85][CH2:84][NH:83][CH2:82][CH2:81]3)[N:70]=2)[CH:64]=[CH:65][C:66]=1[O:67][CH3:68]. Product: [OH-:5].[NH4+:8].[CH3:59][O:60][C:61]1[CH:62]=[C:63]([C:69]2[C@@H:78]3[C@@H:73]([CH2:74][CH2:75][CH2:76][CH2:77]3)[C:72](=[O:79])[N:71]([CH:80]3[CH2:81][CH2:82][N:83]([C:16](=[O:18])[C@H:9]([NH:8][C:6](=[O:7])[O:5][C:1]([CH3:2])([CH3:3])[CH3:4])[CH2:10][C:11]4[N:15]=[CH:14][NH:13][CH:12]=4)[CH2:84][CH2:85]3)[N:70]=2)[CH:64]=[CH:65][C:66]=1[O:67][CH3:68]. The catalyst class is: 18.